Regression. Given two drug SMILES strings and cell line genomic features, predict the synergy score measuring deviation from expected non-interaction effect. From a dataset of NCI-60 drug combinations with 297,098 pairs across 59 cell lines. (1) Drug 1: CC1=C(C(CCC1)(C)C)C=CC(=CC=CC(=CC(=O)O)C)C. Drug 2: C1CNP(=O)(OC1)N(CCCl)CCCl. Cell line: A498. Synergy scores: CSS=-4.27, Synergy_ZIP=3.29, Synergy_Bliss=1.59, Synergy_Loewe=-5.32, Synergy_HSA=-5.32. (2) Drug 1: CS(=O)(=O)C1=CC(=C(C=C1)C(=O)NC2=CC(=C(C=C2)Cl)C3=CC=CC=N3)Cl. Drug 2: CN(CC1=CN=C2C(=N1)C(=NC(=N2)N)N)C3=CC=C(C=C3)C(=O)NC(CCC(=O)O)C(=O)O. Cell line: TK-10. Synergy scores: CSS=47.2, Synergy_ZIP=-1.26, Synergy_Bliss=-0.186, Synergy_Loewe=-35.4, Synergy_HSA=-1.48.